This data is from Forward reaction prediction with 1.9M reactions from USPTO patents (1976-2016). The task is: Predict the product of the given reaction. (1) Given the reactants Br[C:2]1[CH:3]=[N:4][CH:5]=[C:6]([CH:14]=1)[C:7]([O:9][C:10]([CH3:13])([CH3:12])[CH3:11])=[O:8].C(=O)([O-])[O-].[K+].[K+].[CH2:21]1[O:29][C:28]2[CH:27]=[CH:26][C:25](B(O)O)=[CH:24][C:23]=2[O:22]1.CN(C)C=O, predict the reaction product. The product is: [CH2:21]1[O:29][C:28]2[CH:27]=[CH:26][C:25]([C:2]3[CH:3]=[N:4][CH:5]=[C:6]([CH:14]=3)[C:7]([O:9][C:10]([CH3:13])([CH3:12])[CH3:11])=[O:8])=[CH:24][C:23]=2[O:22]1. (2) Given the reactants [Cl:1][C:2]1[CH:3]=[C:4]2[C:9](=[CH:10][CH:11]=1)[C@:8]([CH2:14][O:15][C:16]1[CH:28]=[CH:27][C:19]([C:20]([O:22][C:23]([CH3:26])([CH3:25])[CH3:24])=[O:21])=[CH:18][C:17]=1[N+:29]([O-])=O)([CH:12]=O)[CH2:7][CH2:6][CH2:5]2.CC(O)=O, predict the reaction product. The product is: [Cl:1][C:2]1[CH:3]=[C:4]2[C:9](=[CH:10][CH:11]=1)[C@@:8]1([CH2:14][O:15][C:16]3[CH:28]=[CH:27][C:19]([C:20]([O:22][C:23]([CH3:24])([CH3:26])[CH3:25])=[O:21])=[CH:18][C:17]=3[NH:29][CH2:12]1)[CH2:7][CH2:6][CH2:5]2. (3) Given the reactants [Cl:1][C:2]1[CH:11]=[C:10]2[C:5]([CH2:6][CH2:7][N:8](C(OC(C)(C)C)=O)[C@H:9]2[C:12]2[CH:16]=[C:15]([C:17]([C:19]3[C:20]([NH:25][C@H:26]4[CH2:30][C@H:29]([O:31][Si](C(C)C)(C(C)C)C(C)C)[C@@H:28]([CH2:42][O:43][S:44](=[O:47])(=[O:46])[NH2:45])[CH2:27]4)=[N:21][CH:22]=[N:23][CH:24]=3)=[O:18])[S:14][C:13]=2[CH3:48])=[CH:4][CH:3]=1.P(=O)(O)(O)O.O.C([O-])(O)=O.[Na+], predict the reaction product. The product is: [S:44](=[O:46])(=[O:47])([O:43][CH2:42][C@H:28]1[CH2:27][C@@H:26]([NH:25][C:20]2[C:19]([C:17]([C:15]3[S:14][C:13]([CH3:48])=[C:12]([C@H:9]4[C:10]5[C:5](=[CH:4][CH:3]=[C:2]([Cl:1])[CH:11]=5)[CH2:6][CH2:7][NH:8]4)[CH:16]=3)=[O:18])=[CH:24][N:23]=[CH:22][N:21]=2)[CH2:30][C@@H:29]1[OH:31])[NH2:45]. (4) Given the reactants C(N(CC)CC)C.[CH2:8]([NH:10][C:11]1[CH:16]=[CH:15][C:14]([NH2:17])=[C:13]([N+:18]([O-:20])=[O:19])[CH:12]=1)[CH3:9].[CH3:21][N:22]1[CH2:29][CH2:28][CH2:27][C@H:23]1[C:24]([OH:26])=O.CCOP(ON1N=NC2C=CC=CC=2C1=O)(OCC)=O, predict the reaction product. The product is: [NH2:17][C:14]1[CH:15]=[CH:16][C:11]([N:10]([CH2:8][CH3:9])[C:24]([C@@H:23]2[CH2:27][CH2:28][CH2:29][N:22]2[CH3:21])=[O:26])=[CH:12][C:13]=1[N+:18]([O-:20])=[O:19]. (5) Given the reactants [F:1][C:2]1[CH:7]=[CH:6][C:5]([NH:8][C:9](=[O:29])[CH2:10][C:11]([NH:13][C:14]2[CH:19]=[CH:18][C:17]([O:20][C:21]3[CH:26]=[CH:25][N:24]=[C:23]([NH2:27])[CH:22]=3)=[CH:16][C:15]=2[F:28])=[O:12])=[CH:4][CH:3]=1.C(N(CC)CC)C.[CH:37]1([C:40](Cl)=[O:41])[CH2:39][CH2:38]1.[OH-].[Na+], predict the reaction product. The product is: [F:1][C:2]1[CH:3]=[CH:4][C:5]([NH:8][C:9](=[O:29])[CH2:10][C:11]([NH:13][C:14]2[CH:19]=[CH:18][C:17]([O:20][C:21]3[CH:26]=[CH:25][N:24]=[C:23]([NH:27][C:40]([CH:37]4[CH2:39][CH2:38]4)=[O:41])[CH:22]=3)=[CH:16][C:15]=2[F:28])=[O:12])=[CH:6][CH:7]=1.